Dataset: Full USPTO retrosynthesis dataset with 1.9M reactions from patents (1976-2016). Task: Predict the reactants needed to synthesize the given product. (1) Given the product [F:50][C:47]([F:48])([F:49])[C:44]1[CH:45]=[CH:46][C:41]([C:37]2[CH:36]=[C:35]([CH:40]=[CH:39][CH:38]=2)[CH2:34][S:33][C:30]2[CH:31]=[CH:32][C:24]([O:23][CH2:22][C:21]([OH:51])=[O:20])=[C:25]3[C:29]=2[CH2:28][CH2:27][CH2:26]3)=[N:42][CH:43]=1, predict the reactants needed to synthesize it. The reactants are: FC(F)(F)C1C=CC(C2C=C(CO)C=CC=2)=NC=1.C[O:20][C:21](=[O:51])[CH2:22][O:23][C:24]1[CH:32]=[CH:31][C:30]([S:33][CH2:34][C:35]2[CH:40]=[CH:39][CH:38]=[C:37]([C:41]3[CH:46]=[CH:45][C:44]([C:47]([F:50])([F:49])[F:48])=[CH:43][N:42]=3)[CH:36]=2)=[C:29]2[C:25]=1[CH2:26][CH2:27][CH2:28]2. (2) Given the product [CH3:17][S:16][C:8]1[C:6]2[N:7]=[C:2]([C:26]3[CH:27]=[CH:28][S:24][CH:25]=3)[N:3]=[C:4]([N:18]3[CH2:23][CH2:22][O:21][CH2:20][CH2:19]3)[C:5]=2[N:11]=[C:10]([C:12]([O:14][CH3:15])=[O:13])[CH:9]=1, predict the reactants needed to synthesize it. The reactants are: Cl[C:2]1[N:3]=[C:4]([N:18]2[CH2:23][CH2:22][O:21][CH2:20][CH2:19]2)[C:5]2[N:11]=[C:10]([C:12]([O:14][CH3:15])=[O:13])[CH:9]=[C:8]([S:16][CH3:17])[C:6]=2[N:7]=1.[S:24]1[CH:28]=[CH:27][C:26](B(O)O)=[CH:25]1.C([O-])([O-])=O.[Cs+].[Cs+]. (3) The reactants are: [CH3:1][N:2]1[C:6]2[N:7]=[C:8]([S:24][CH2:25][CH2:26][CH2:27][C:28]([O:30]C(C)(C)C)=[O:29])[N:9]([C:12]3[CH:17]=[CH:16][C:15]([O:18][CH2:19][C:20]([F:23])([F:22])[F:21])=[CH:14][CH:13]=3)[C:10](=[O:11])[C:5]=2[CH:4]=[CH:3]1.Cl. Given the product [CH3:1][N:2]1[C:6]2[N:7]=[C:8]([S:24][CH2:25][CH2:26][CH2:27][C:28]([OH:30])=[O:29])[N:9]([C:12]3[CH:17]=[CH:16][C:15]([O:18][CH2:19][C:20]([F:23])([F:22])[F:21])=[CH:14][CH:13]=3)[C:10](=[O:11])[C:5]=2[CH:4]=[CH:3]1, predict the reactants needed to synthesize it.